Dataset: Full USPTO retrosynthesis dataset with 1.9M reactions from patents (1976-2016). Task: Predict the reactants needed to synthesize the given product. (1) Given the product [OH:8][CH2:9][CH2:10][N:11]1[CH2:17][CH2:16][CH2:15][C@H:14]([NH:18][C:45]([O:44][N:41]2[C:42](=[O:43])[CH2:37][CH2:38][C:39]2=[O:40])=[O:46])[CH2:13][CH2:12]1, predict the reactants needed to synthesize it. The reactants are: FC(F)(F)C([O-])=O.[OH:8][CH2:9][CH2:10][N:11]1[CH2:17][CH2:16][CH2:15][C@H:14]([NH3+:18])[CH2:13][CH2:12]1.[NH2:18][C@H:14]1[CH2:15][CH2:16][CH2:17][N:11]([CH2:10][CH2:9][OH:8])[CH2:12][CH2:13]1.C(N(CC)CC)C.[CH2:37]1[C:42](=[O:43])[N:41]([O:44][C:45](ON2C(=O)CCC2=O)=[O:46])[C:39](=[O:40])[CH2:38]1. (2) The reactants are: [NH2:1][C:2]1[CH:3]=[C:4]([C:8]2[C:17]3[C:12](=[C:13]([C:18]([F:21])([F:20])[F:19])[CH:14]=[CH:15][CH:16]=3)[N:11]=[CH:10][C:9]=2[C:22]([C:24]2[CH:29]=[CH:28][CH:27]=[CH:26][CH:25]=2)=[O:23])[CH:5]=[CH:6][CH:7]=1.[F:30][C:31]1[CH:36]=[CH:35][CH:34]=[CH:33][C:32]=1[N:37]=[C:38]=[S:39]. Given the product [C:22]([C:9]1[CH:10]=[N:11][C:12]2[C:17]([C:8]=1[C:4]1[CH:3]=[C:2]([NH:1][C:38]([NH:37][C:32]3[CH:33]=[CH:34][CH:35]=[CH:36][C:31]=3[F:30])=[S:39])[CH:7]=[CH:6][CH:5]=1)=[CH:16][CH:15]=[CH:14][C:13]=2[C:18]([F:21])([F:19])[F:20])(=[O:23])[C:24]1[CH:25]=[CH:26][CH:27]=[CH:28][CH:29]=1, predict the reactants needed to synthesize it. (3) Given the product [Cl:1][C:2]1[C:3]([C:22]2[S:26][C:25]([C:27]3([O:31][CH2:32][O:33][CH3:34])[CH2:30][CH2:29][CH2:28]3)=[N:24][CH:23]=2)=[C:4]2[CH:10]=[C:9]([C:38]3[CH:39]=[CH:40][C:41]([CH:42]=[O:43])=[C:36]([F:35])[CH:37]=3)[N:8]([S:12]([C:15]3[CH:21]=[CH:20][C:18]([CH3:19])=[CH:17][CH:16]=3)(=[O:14])=[O:13])[C:5]2=[N:6][CH:7]=1, predict the reactants needed to synthesize it. The reactants are: [Cl:1][C:2]1[C:3]([C:22]2[S:26][C:25]([C:27]3([O:31][CH2:32][O:33][CH3:34])[CH2:30][CH2:29][CH2:28]3)=[N:24][CH:23]=2)=[C:4]2[CH:10]=[C:9](I)[N:8]([S:12]([C:15]3[CH:21]=[CH:20][C:18]([CH3:19])=[CH:17][CH:16]=3)(=[O:14])=[O:13])[C:5]2=[N:6][CH:7]=1.[F:35][C:36]1[CH:37]=[C:38](B(O)O)[CH:39]=[CH:40][C:41]=1[CH:42]=[O:43].C(=O)(O)[O-].[Na+]. (4) Given the product [Cl:22][C:17]1[CH:16]=[C:15]([C:13]2[N:14]=[C:10]([C:8]3[CH:9]=[C:4]([C:3]([OH:2])=[O:24])[C:5]([C:31]4[CH:30]=[CH:29][CH:28]=[C:27]([O:26][CH3:25])[CH:32]=4)=[CH:6][CH:7]=3)[S:11][CH:12]=2)[CH:20]=[CH:19][C:18]=1[Cl:21], predict the reactants needed to synthesize it. The reactants are: C[O:2][C:3](=[O:24])[C:4]1[CH:9]=[C:8]([C:10]2[S:11][CH:12]=[C:13]([C:15]3[CH:20]=[CH:19][C:18]([Cl:21])=[C:17]([Cl:22])[CH:16]=3)[N:14]=2)[CH:7]=[CH:6][C:5]=1Br.[CH3:25][O:26][C:27]1[CH:28]=[C:29](B(O)O)[CH:30]=[CH:31][CH:32]=1. (5) Given the product [Cl:16][C:17]1[C:47]([CH3:48])=[CH:46][C:20]([O:21][CH2:22][CH2:23][CH2:24][C:25]2[C:33]3[C:28](=[C:29]([C:34]4[C:35]([CH2:41][OH:42])=[N:36][N:37]([CH3:40])[C:38]=4[CH3:39])[CH:30]=[CH:31][CH:32]=3)[NH:27][C:26]=2[C:43]([NH:15][S:12]([C:8]2[CH:7]=[C:6]([CH3:5])[CH:11]=[CH:10][CH:9]=2)(=[O:14])=[O:13])=[O:44])=[CH:19][C:18]=1[CH3:49], predict the reactants needed to synthesize it. The reactants are: C(Cl)CCl.[CH3:5][C:6]1[CH:7]=[C:8]([S:12]([NH2:15])(=[O:14])=[O:13])[CH:9]=[CH:10][CH:11]=1.[Cl:16][C:17]1[C:47]([CH3:48])=[CH:46][C:20]([O:21][CH2:22][CH2:23][CH2:24][C:25]2[C:33]3[C:28](=[C:29]([C:34]4[C:35]([CH2:41][OH:42])=[N:36][N:37]([CH3:40])[C:38]=4[CH3:39])[CH:30]=[CH:31][CH:32]=3)[NH:27][C:26]=2[C:43](O)=[O:44])=[CH:19][C:18]=1[CH3:49]. (6) Given the product [Cl:14][C:15]1[CH:22]=[CH:21][CH:20]=[CH:19][C:16]=1[CH:17]([C:10]1[CH:11]=[CH:12][C:7]([Cl:6])=[N:8][CH:9]=1)[OH:18], predict the reactants needed to synthesize it. The reactants are: C([Mg]Cl)(C)C.[Cl:6][C:7]1[CH:12]=[CH:11][C:10](I)=[CH:9][N:8]=1.[Cl:14][C:15]1[CH:22]=[CH:21][CH:20]=[CH:19][C:16]=1[CH:17]=[O:18]. (7) Given the product [Cl:21][C:22]1[CH:23]=[C:24]([NH:29][C:30]([NH:20][C:3]2[CH:4]=[C:5]([O:8][CH2:9][C:10]3[C:11]4[C:12](=[CH:13][CH:14]=[CH:15][CH:16]=4)[CH:17]=[CH:18][CH:19]=3)[CH:6]=[CH:7][C:2]=2[Br:1])=[S:31])[CH:25]=[C:26]([Cl:28])[CH:27]=1, predict the reactants needed to synthesize it. The reactants are: [Br:1][C:2]1[CH:7]=[CH:6][C:5]([O:8][CH2:9][C:10]2[CH:19]=[CH:18][C:17]3[C:12](=[CH:13][CH:14]=[CH:15][CH:16]=3)[CH:11]=2)=[CH:4][C:3]=1[NH2:20].[Cl:21][C:22]1[CH:23]=[C:24]([N:29]=[C:30]=[S:31])[CH:25]=[C:26]([Cl:28])[CH:27]=1. (8) Given the product [C:60]([Si:25]1([C:21]([CH3:22])([CH3:24])[CH3:23])[O:30][C@H:29]2[C@H:31]([O:34][C:35]3[N:36]([CH2:52][O:53][CH2:54][CH2:55][Si:56]([CH3:57])([CH3:58])[CH3:59])[C:37]4[C:38]([N:51]=3)=[N:39][C:40]([C:14]3[CH:13]=[CH:12][C:11]([N:7]5[CH2:6][C:10]6[C:9](=[N:68][N:67]([CH2:66][C:65]([F:64])([CH3:76])[CH3:75])[CH:71]=6)[CH2:8]5)=[CH:16][CH:15]=3)=[C:41]([Cl:43])[CH:42]=4)[CH2:32][O:33][C@@H:28]2[CH2:27][O:26]1)([CH3:61])([CH3:63])[CH3:62], predict the reactants needed to synthesize it. The reactants are: C(P(C(C)(C)C)[C:6]1[N:7]([C:11]2[CH:16]=[CH:15][CH:14]=[CH:13][CH:12]=2)[CH:8]=[CH:9][CH:10]=1)(C)(C)C.[C:21]([Si:25]1([C:60]([CH3:63])([CH3:62])[CH3:61])[O:30][C@H:29]2[C@H:31]([O:34][C:35]3[N:36]([CH2:52][O:53][CH2:54][CH2:55][Si:56]([CH3:59])([CH3:58])[CH3:57])[C:37]4[C:38]([N:51]=3)=[N:39][C:40](C3C=CC(Br)=CC=3)=[C:41]([Cl:43])[CH:42]=4)[CH2:32][O:33][C@@H:28]2[CH2:27][O:26]1)([CH3:24])([CH3:23])[CH3:22].[F:64][C:65]([CH3:76])([CH3:75])[CH2:66][N:67]1[CH:71]=C2CNCC2=[N:68]1.FC(F)(F)C(O)=O.ClC1C=C2NC(O[C@@H]3CO[C@H](CO)[C@H]3O)=NC2=NC=1C1C=CC(N2CC3C(=NN(CC(F)(C)C)C=3)C2)=CC=1.P([O-])([O-])([O-])=O.[K+].[K+].[K+].